From a dataset of Reaction yield outcomes from USPTO patents with 853,638 reactions. Predict the reaction yield, written as a fraction of the theoretical maximum amount of product (1.0 means a 100% yield; for example, 0.34 means a 34% yield). (1) The reactants are [F:1][C:2]1[CH:3]=[C:4]([CH:41]=[CH:42][CH:43]=1)[CH2:5][N:6]1[C:14]2[C:9](=[CH:10][C:11]([NH:15][C:16]3[C:25]4[C:20](=[CH:21][CH:22]=[CH:23][C:24]=4[CH2:26][N:27]4[CH2:32][CH2:31][CH:30]([NH:33]C(=O)OC(C)(C)C)[CH2:29][CH2:28]4)[N:19]=[CH:18][N:17]=3)=[CH:12][CH:13]=2)[CH:8]=[N:7]1. The catalyst is C(O)(C(F)(F)F)=O.C(Cl)Cl. The product is [F:1][C:2]1[CH:3]=[C:4]([CH:41]=[CH:42][CH:43]=1)[CH2:5][N:6]1[C:14]2[C:9](=[CH:10][C:11]([NH:15][C:16]3[C:25]4[C:20](=[CH:21][CH:22]=[CH:23][C:24]=4[CH2:26][N:27]4[CH2:32][CH2:31][CH:30]([NH2:33])[CH2:29][CH2:28]4)[N:19]=[CH:18][N:17]=3)=[CH:12][CH:13]=2)[CH:8]=[N:7]1. The yield is 0.880. (2) The yield is 0.370. The reactants are [CH2:1]([O:8][C:9]1[CH:14]=[CH:13][C:12]([C:15]2[CH:19]=[C:18]([C:20]3[CH:25]=[CH:24][CH:23]=[CH:22][CH:21]=3)[NH:17][C:16]=2[C:26](O)=[O:27])=[CH:11][CH:10]=1)[C:2]1[CH:7]=[CH:6][CH:5]=[CH:4][CH:3]=1.Cl.[NH2:30][CH2:31][CH2:32][CH2:33][CH2:34][CH2:35][C:36]([O:38][CH3:39])=[O:37].C(N(CC)CC)C.ON1C2C=CC=CC=2N=N1.Cl.CN(C)CCCN=C=NCC.CN1CCOCC1. The catalyst is CN(C=O)C.C(OCC)(=O)C. The product is [CH2:1]([O:8][C:9]1[CH:14]=[CH:13][C:12]([C:15]2[CH:19]=[C:18]([C:20]3[CH:21]=[CH:22][CH:23]=[CH:24][CH:25]=3)[NH:17][C:16]=2[C:26]([NH:30][CH2:31][CH2:32][CH2:33][CH2:34][CH2:35][C:36]([O:38][CH3:39])=[O:37])=[O:27])=[CH:11][CH:10]=1)[C:2]1[CH:3]=[CH:4][CH:5]=[CH:6][CH:7]=1. (3) The reactants are Br[C:2]1[CH:7]=[CH:6][C:5]([N+:8]([O-:10])=[O:9])=[CH:4][C:3]=1[N:11]([CH2:15][C:16]([CH3:18])=[CH2:17])[C:12](=[O:14])[CH3:13].C([O-])=O.[Na+].C([O-])(=O)C.[Na+]. The catalyst is O.[Cl-].C([N+](CC)(CC)CC)C.CN(C=O)C.C([O-])(=O)C.[Pd+2].C([O-])(=O)C. The product is [CH3:17][C:16]1([CH3:18])[C:2]2[C:3](=[CH:4][C:5]([N+:8]([O-:10])=[O:9])=[CH:6][CH:7]=2)[N:11]([C:12](=[O:14])[CH3:13])[CH2:15]1. The yield is 0.880. (4) The reactants are [Cl:1][C:2]1[CH:3]=[CH:4][C:5]([NH:8][C:9]([C:11]2[CH:16]=[C:15]([O:17]C)[CH:14]=[CH:13][C:12]=2[NH:19][C:20]([C:22]2[CH:27]=[CH:26][C:25]([C:28]#[N:29])=[CH:24][CH:23]=2)=[O:21])=[O:10])=[N:6][CH:7]=1.B(Br)(Br)Br. The catalyst is C(Cl)Cl. The product is [Cl:1][C:2]1[CH:3]=[CH:4][C:5]([NH:8][C:9]([C:11]2[C:12]([NH:19][C:20]([C:22]3[CH:27]=[CH:26][C:25]([C:28]#[N:29])=[CH:24][CH:23]=3)=[O:21])=[CH:13][CH:14]=[C:15]([OH:17])[CH:16]=2)=[O:10])=[N:6][CH:7]=1. The yield is 0.900. (5) The reactants are [NH2:1][C:2]1[N:3]=[CH:4][C:5]([C:9]2[CH:14]=[CH:13][C:12]([S:15]([NH:18][CH:19]3[CH2:21][CH2:20]3)(=[O:17])=[O:16])=[CH:11][CH:10]=2)=[N:6][C:7]=1Br.C[Sn](C)(C)[C:24]1[CH:25]=[C:26]2[C:31](=[CH:32][N:33]=1)[C:30](=[O:34])[NH:29][CH2:28][CH2:27]2. The catalyst is O1CCOCC1.C1C=CC([P]([Pd]([P](C2C=CC=CC=2)(C2C=CC=CC=2)C2C=CC=CC=2)([P](C2C=CC=CC=2)(C2C=CC=CC=2)C2C=CC=CC=2)[P](C2C=CC=CC=2)(C2C=CC=CC=2)C2C=CC=CC=2)(C2C=CC=CC=2)C2C=CC=CC=2)=CC=1. The product is [NH2:1][C:2]1[N:3]=[CH:4][C:5]([C:9]2[CH:14]=[CH:13][C:12]([S:15]([NH:18][CH:19]3[CH2:21][CH2:20]3)(=[O:17])=[O:16])=[CH:11][CH:10]=2)=[N:6][C:7]=1[C:24]1[N:33]=[CH:32][C:31]2[C:30](=[O:34])[NH:29][CH2:28][CH2:27][C:26]=2[CH:25]=1. The yield is 0.0500. (6) The reactants are [Br:1][C:2]1[C:11]([F:12])=[CH:10][C:5]([C:6](OC)=[O:7])=[C:4]([Cl:13])[CH:3]=1.CO.[BH4-].[Li+].[OH-].[Na+]. The catalyst is O1CCCC1. The product is [Br:1][C:2]1[C:11]([F:12])=[CH:10][C:5]([CH2:6][OH:7])=[C:4]([Cl:13])[CH:3]=1. The yield is 0.990. (7) The reactants are [F:1][C:2]([F:16])([F:15])[C:3]1([CH2:6][N:7]2[CH2:12][CH2:11][CH:10]([CH2:13][OH:14])[CH2:9][CH2:8]2)[CH2:5][CH2:4]1.[H-].[Na+].Br[C:20]1[CH:25]=[CH:24][C:23]([Br:26])=[CH:22][N:21]=1. The catalyst is C1COCC1. The product is [Br:26][C:23]1[CH:24]=[CH:25][C:20]([O:14][CH2:13][CH:10]2[CH2:9][CH2:8][N:7]([CH2:6][C:3]3([C:2]([F:15])([F:1])[F:16])[CH2:4][CH2:5]3)[CH2:12][CH2:11]2)=[N:21][CH:22]=1. The yield is 0.520.